This data is from Forward reaction prediction with 1.9M reactions from USPTO patents (1976-2016). The task is: Predict the product of the given reaction. (1) The product is: [I:43][C:44]1[CH:50]=[CH:49][C:47]([NH:48][CH2:15][C:17]2[CH:22]=[CH:21][C:20]([C:23]([F:25])([F:24])[F:26])=[CH:19][C:18]=2[C:27]2[CH:28]=[CH:29][C:30]([C:33]([NH:35][CH2:36][CH2:37][C:38]([O:40][CH2:41][CH3:42])=[O:39])=[O:34])=[N:31][CH:32]=2)=[CH:46][CH:45]=1. Given the reactants [BH-](OC(C)=O)(OC(C)=O)OC(C)=O.[Na+].[CH:15]([C:17]1[CH:22]=[CH:21][C:20]([C:23]([F:26])([F:25])[F:24])=[CH:19][C:18]=1[C:27]1[CH:28]=[CH:29][C:30]([C:33]([NH:35][CH2:36][CH2:37][C:38]([O:40][CH2:41][CH3:42])=[O:39])=[O:34])=[N:31][CH:32]=1)=O.[I:43][C:44]1[CH:50]=[CH:49][C:47]([NH2:48])=[CH:46][CH:45]=1.CC(O)=O, predict the reaction product. (2) Given the reactants C(O[C:6](=O)[N:7]([CH:9]1[CH:13]([C:14]2[CH:19]=[CH:18][C:17]([Cl:20])=[CH:16][CH:15]=2)[CH2:12][N:11]([C:21]([N:23]2[CH2:28][CH2:27][N:26]([S:29]([CH3:32])(=[O:31])=[O:30])[CH2:25][CH2:24]2)=[O:22])[CH2:10]1)C)(C)(C)C.C(O)(C(F)(F)F)=O.C([O-])(O)=O.[Na+], predict the reaction product. The product is: [Cl:20][C:17]1[CH:16]=[CH:15][C:14]([CH:13]2[CH:9]([NH:7][CH3:6])[CH2:10][N:11]([C:21]([N:23]3[CH2:24][CH2:25][N:26]([S:29]([CH3:32])(=[O:31])=[O:30])[CH2:27][CH2:28]3)=[O:22])[CH2:12]2)=[CH:19][CH:18]=1. (3) Given the reactants [CH3:1][N:2]([CH2:13][C:14]1[NH:18][C:17]2[CH:19]=[CH:20][CH:21]=[C:22]([C:23](OC)=[O:24])[C:16]=2[N:15]=1)[CH:3]1[C:12]2[N:11]=[CH:10][CH:9]=[CH:8][C:7]=2[CH2:6][CH2:5][CH2:4]1.C[N:28](C)C=O, predict the reaction product. The product is: [CH3:1][N:2]([CH2:13][C:14]1[NH:18][C:17]2[CH:19]=[CH:20][CH:21]=[C:22]([C:23]([NH2:28])=[O:24])[C:16]=2[N:15]=1)[CH:3]1[C:12]2[N:11]=[CH:10][CH:9]=[CH:8][C:7]=2[CH2:6][CH2:5][CH2:4]1. (4) Given the reactants C[N:2]1[C:11]2[C:6](=[CH:7][CH:8]=[C:9]([S:12][C:13]3[CH:14]=[C:15]([C:19]4([C:25]#[N:26])[CH2:24][CH2:23][O:22][CH2:21][CH2:20]4)[CH:16]=[CH:17][CH:18]=3)[CH:10]=2)[N:5]2[C:27]([C:30]3[CH:35]=[CH:34][CH:33]=[CH:32][CH:31]=3)=[N:28][N:29]=[C:4]2[C:3]1=[O:36].O=C1NC2C(=CC=C(SC3C=C(C4(C#N)CCOCC4)C=CC=3)C=2)N2C(C3C=CC=CN=3)=NN=C12, predict the reaction product. The product is: [O:36]=[C:3]1[NH:2][C:11]2[C:6](=[CH:7][CH:8]=[C:9]([S:12][C:13]3[CH:14]=[C:15]([C:19]4([C:25]#[N:26])[CH2:24][CH2:23][O:22][CH2:21][CH2:20]4)[CH:16]=[CH:17][CH:18]=3)[CH:10]=2)[N:5]2[C:27]([C:30]3[CH:35]=[CH:34][CH:33]=[CH:32][CH:31]=3)=[N:28][N:29]=[C:4]12. (5) The product is: [Br:41][C:39]1[CH:38]=[CH:37][C:36]([O:42][CH:43]2[CH2:44][CH2:45][N:46]([C:49]([O:51][C:52]([CH3:55])([CH3:54])[CH3:53])=[O:50])[CH2:47][CH2:48]2)=[C:35]([CH:34]2[CH2:12][C:10](=[O:11])[NH:9][CH:8]([C:4]3[CH:5]=[CH:6][CH:7]=[C:2]([F:1])[CH:3]=3)[C:26]32[C:27]2[C:32](=[CH:31][C:30]([Cl:33])=[CH:29][CH:28]=2)[NH:24][C:25]3=[O:56])[CH:40]=1. Given the reactants [F:1][C:2]1[CH:3]=[C:4]([CH:8]=[N:9][C:10]([O:12][Si](C)(C)C)=[CH2:11])[CH:5]=[CH:6][CH:7]=1.C(OC([N:24]1[C:32]2[C:27](=[CH:28][CH:29]=[C:30]([Cl:33])[CH:31]=2)/[C:26](=[CH:34]/[C:35]2[CH:40]=[C:39]([Br:41])[CH:38]=[CH:37][C:36]=2[O:42][CH:43]2[CH2:48][CH2:47][N:46]([C:49]([O:51][C:52]([CH3:55])([CH3:54])[CH3:53])=[O:50])[CH2:45][CH2:44]2)/[C:25]1=[O:56])=O)(C)(C)C, predict the reaction product. (6) Given the reactants [CH:1]1([C:7]2[C:15]3[C:10](=[CH:11][C:12]([C:16]([O:18][CH3:19])=[O:17])=[CH:13][CH:14]=3)[NH:9][C:8]=2[C:20]2[CH:25]=[CH:24][C:23]([O:26][CH3:27])=[CH:22][C:21]=2[CH2:28][O:29][Si:30]([CH:37]([CH3:39])[CH3:38])([CH:34]([CH3:36])[CH3:35])[CH:31]([CH3:33])[CH3:32])[CH2:6][CH2:5][CH2:4][CH2:3][CH2:2]1.[H-].[Na+].[CH2:42](Br)[CH:43]=[CH2:44], predict the reaction product. The product is: [CH2:44]([N:9]1[C:10]2[C:15](=[CH:14][CH:13]=[C:12]([C:16]([O:18][CH3:19])=[O:17])[CH:11]=2)[C:7]([CH:1]2[CH2:6][CH2:5][CH2:4][CH2:3][CH2:2]2)=[C:8]1[C:20]1[CH:25]=[CH:24][C:23]([O:26][CH3:27])=[CH:22][C:21]=1[CH2:28][O:29][Si:30]([CH:31]([CH3:32])[CH3:33])([CH:37]([CH3:39])[CH3:38])[CH:34]([CH3:36])[CH3:35])[CH:43]=[CH2:42]. (7) Given the reactants [CH3:1][N:2]([CH3:24])[C:3]1[N:8]=[C:7]([CH3:9])[C:6]([CH:10]([CH2:15][CH2:16][CH3:17])[C:11]([O:13]C)=[O:12])=[C:5]([C:18]2[CH:23]=[CH:22][CH:21]=[CH:20][CH:19]=2)[N:4]=1.[OH-].[Na+], predict the reaction product. The product is: [CH3:24][N:2]([CH3:1])[C:3]1[N:8]=[C:7]([CH3:9])[C:6]([CH:10]([CH2:15][CH2:16][CH3:17])[C:11]([OH:13])=[O:12])=[C:5]([C:18]2[CH:19]=[CH:20][CH:21]=[CH:22][CH:23]=2)[N:4]=1.